This data is from Reaction yield outcomes from USPTO patents with 853,638 reactions. The task is: Predict the reaction yield, written as a fraction of the theoretical maximum amount of product (1.0 means a 100% yield; for example, 0.34 means a 34% yield). (1) The reactants are [CH2:1]([O:3][C:4]([C:6]1[C:14]2[C:9](=[CH:10][C:11]([O:15][CH3:16])=[CH:12][CH:13]=2)[NH:8][C:7]=1[C:17]([F:20])([F:19])[F:18])=[O:5])[CH3:2].[H-].[Na+].[CH3:23]I. No catalyst specified. The product is [CH2:1]([O:3][C:4]([C:6]1[C:14]2[C:9](=[CH:10][C:11]([O:15][CH3:16])=[CH:12][CH:13]=2)[N:8]([CH3:23])[C:7]=1[C:17]([F:20])([F:18])[F:19])=[O:5])[CH3:2]. The yield is 0.870. (2) The catalyst is O.ClCCl. The reactants are [CH2:1]([N:8]1[CH2:13][CH2:12][CH:11]([N:14]([CH2:22][C:23]2[N:24]=[C:25]([CH2:47][N:48]([CH3:50])[CH3:49])[N:26](C(C3C=CC=CC=3)(C3C=CC=CC=3)C3C=CC=CC=3)[CH:27]=2)C(=O)OC(C)(C)C)[CH2:10][CH2:9]1)[C:2]1[CH:7]=[CH:6][CH:5]=[CH:4][CH:3]=1.FC(F)(F)[C:53]([OH:55])=O. The yield is 0.670. The product is [CH2:1]([N:8]1[CH2:13][CH2:12][CH:11]([N:14]2[CH2:22][C:23]3=[CH:27][N:26]=[C:25]([CH2:47][N:48]([CH3:50])[CH3:49])[N:24]3[C:53]2=[O:55])[CH2:10][CH2:9]1)[C:2]1[CH:3]=[CH:4][CH:5]=[CH:6][CH:7]=1. (3) The reactants are [CH3:13][C:12]([O:11][C:9](O[C:9]([O:11][C:12]([CH3:15])([CH3:14])[CH3:13])=[O:10])=[O:10])([CH3:15])[CH3:14].[NH2:16][C@@H:17]1[CH2:19][C@H:18]1[C:20]1[CH:25]=[CH:24][C:23]([OH:26])=[CH:22][CH:21]=1.CCN(CC)CC. The catalyst is C1COCC1. The product is [OH:26][C:23]1[CH:22]=[CH:21][C:20]([C@@H:18]2[CH2:19][C@H:17]2[NH:16][C:9](=[O:10])[O:11][C:12]([CH3:13])([CH3:14])[CH3:15])=[CH:25][CH:24]=1. The yield is 0.400. (4) The reactants are [CH:1]([N:4]1[CH2:12][C:11]2[C:10]([NH:13][CH2:14][C:15]3[N:16]=[CH:17][C:18]4[C:23]([CH:24]=3)=[CH:22][CH:21]=[CH:20][CH:19]=4)=[N:9][C:8]([N:25]3[CH2:30][CH2:29][N:28]([C:31](OC(C)(C)C)=[O:32])[C@@H:27]([CH3:38])[CH2:26]3)=[N:7][C:6]=2[C:5]1=[O:39])([CH3:3])[CH3:2].F[C:41](F)(F)[C:42]([OH:44])=O.[CH3:47]CN(C(C)C)C(C)C.C(Cl)(=O)C. The catalyst is C(Cl)Cl. The product is [C:31]([N:28]1[CH2:29][CH2:30][N:25]([C:8]2[N:9]=[C:10]([N:13]([CH2:14][C:15]3[N:16]=[CH:17][C:18]4[C:23]([CH:24]=3)=[CH:22][CH:21]=[CH:20][CH:19]=4)[C:42](=[O:44])[CH3:41])[C:11]3[CH2:12][N:4]([CH:1]([CH3:3])[CH3:2])[C:5](=[O:39])[C:6]=3[N:7]=2)[CH2:26][C@@H:27]1[CH3:38])(=[O:32])[CH3:47]. The yield is 0.198. (5) The reactants are [C:1]([S:4][CH:5]1[CH2:10][CH2:9][N:8](C(C2C=CC=CC=2)(C2C=CC=CC=2)C2C=CC=CC=2)[CH2:7]/[C:6]/1=[CH:30]\[C:31]1[N:32]([C:36]([O:38][C:39]([CH3:42])([CH3:41])[CH3:40])=[O:37])[CH:33]=[CH:34][N:35]=1)(=[O:3])[CH3:2].[F:43][C:44]([F:49])([F:48])[C:45]([OH:47])=[O:46]. The catalyst is ClCCl. The product is [F:43][C:44]([F:49])([F:48])[C:45]([OH:47])=[O:46].[C:1]([S:4][CH:5]1[CH2:10][CH2:9][NH:8][CH2:7]/[C:6]/1=[CH:30]\[C:31]1[N:32]([C:36]([O:38][C:39]([CH3:42])([CH3:41])[CH3:40])=[O:37])[CH:33]=[CH:34][N:35]=1)(=[O:3])[CH3:2]. The yield is 1.00. (6) The reactants are Cl[C:2]1[C:7]([N+:8]([O-:10])=[O:9])=[CH:6][CH:5]=[C:4]([Cl:11])[N:3]=1.[CH3:12][CH:13]1[CH2:18][CH2:17][NH:16][CH2:15][CH2:14]1. The catalyst is C(O)C. The product is [Cl:11][C:4]1[N:3]=[C:2]([N:16]2[CH2:17][CH2:18][CH:13]([CH3:12])[CH2:14][CH2:15]2)[C:7]([N+:8]([O-:10])=[O:9])=[CH:6][CH:5]=1. The yield is 0.450. (7) The reactants are Cl[CH2:2][C:3]1[CH:8]=[CH:7][C:6]([C:9]2[S:17][C:16]3[C:11](=[N:12][CH:13]=[CH:14][C:15]=3[O:18][C:19]3[CH:24]=[CH:23][C:22]([N+:25]([O-:27])=[O:26])=[CH:21][C:20]=3[F:28])[CH:10]=2)=[CH:5][CH:4]=1.[CH2:29]([CH2:31][NH2:32])[OH:30]. The catalyst is COCCOC. The product is [F:28][C:20]1[CH:21]=[C:22]([N+:25]([O-:27])=[O:26])[CH:23]=[CH:24][C:19]=1[O:18][C:15]1[CH:14]=[CH:13][N:12]=[C:11]2[CH:10]=[C:9]([C:6]3[CH:5]=[CH:4][C:3]([CH2:2][NH:32][CH2:31][CH2:29][OH:30])=[CH:8][CH:7]=3)[S:17][C:16]=12. The yield is 0.410. (8) The reactants are OC([C@H:5]1[N:10]([C:11]([O:13][CH2:14][C:15]2[CH:20]=CC=CC=2)=[O:12])[CH2:9][C@H:8]([C:21]([O:23]CC)=[O:22])[CH2:7][CH2:6]1)C=C.O[Li].O. The catalyst is C1COCC1. The product is [O:12]=[C:11]1[N:10]2[CH2:9][C@H:8]([C:21]([OH:23])=[O:22])[CH2:7][CH2:6][C@H:5]2[CH:14]([CH:15]=[CH2:20])[O:13]1. The yield is 0.774. (9) The reactants are Br[C:2]1[CH:16]=[CH:15][C:5]([N:6]([CH2:11][CH2:12][CH2:13][CH3:14])[CH2:7][CH2:8][CH2:9][CH3:10])=[CH:4][CH:3]=1.C([Li])(C)(C)C.CN(C)[CH:24]=[CH:25][CH:26]=[O:27]. The catalyst is C1COCC1. The product is [CH2:7]([N:6]([C:5]1[CH:15]=[CH:16][CH:2]=[CH:3][C:4]=1[CH:24]=[CH:25][CH:26]=[O:27])[CH2:11][CH2:12][CH2:13][CH3:14])[CH2:8][CH2:9][CH3:10]. The yield is 0.600.